From a dataset of Full USPTO retrosynthesis dataset with 1.9M reactions from patents (1976-2016). Predict the reactants needed to synthesize the given product. (1) Given the product [Br:18][CH2:10][C:9]1[CH:8]=[CH:7][C:4]([C:5]#[N:6])=[CH:3][C:2]=1[Cl:1], predict the reactants needed to synthesize it. The reactants are: [Cl:1][C:2]1[CH:3]=[C:4]([CH:7]=[CH:8][C:9]=1[CH3:10])[C:5]#[N:6].C1C(=O)N([Br:18])C(=O)C1.C(OOC(=O)C1C=CC=CC=1)(=O)C1C=CC=CC=1. (2) Given the product [Cl:17][C:18]1[CH:19]=[C:20]([C:28]2[O:32][N:31]=[C:30]([C:33]3[CH:34]=[CH:35][CH:36]=[C:37]4[C:41]=3[N:40]([CH3:42])[CH:39]=[C:38]4[C@@H:43]3[CH2:7][C@H:44]3[C:45]([O:47][CH2:48][CH3:49])=[O:46])[N:29]=2)[CH:21]=[CH:22][C:23]=1[O:24][CH:25]([CH3:26])[CH3:27], predict the reactants needed to synthesize it. The reactants are: [I-].C[S+](C)(C)=O.[CH3:7][Si]([N-][Si](C)(C)C)(C)C.[Na+].[Cl:17][C:18]1[CH:19]=[C:20]([C:28]2[O:32][N:31]=[C:30]([C:33]3[CH:34]=[CH:35][CH:36]=[C:37]4[C:41]=3[N:40]([CH3:42])[CH:39]=[C:38]4/[CH:43]=[CH:44]/[C:45]([O:47][CH2:48][CH3:49])=[O:46])[N:29]=2)[CH:21]=[CH:22][C:23]=1[O:24][CH:25]([CH3:27])[CH3:26]. (3) Given the product [F:29][CH:30]([S:6][C:7]1[N:8]([C:17]2[CH:18]=[CH:19][C:20]([O:23][CH2:24][C:25]([F:28])([F:27])[F:26])=[CH:21][CH:22]=2)[C:9](=[O:16])[C:10]2[NH:15][CH:14]=[CH:13][C:11]=2[N:12]=1)[F:32], predict the reactants needed to synthesize it. The reactants are: C(=O)([O-])O.[Na+].[S:6]=[C:7]1[NH:12][C:11]2[CH:13]=[CH:14][NH:15][C:10]=2[C:9](=[O:16])[N:8]1[C:17]1[CH:22]=[CH:21][C:20]([O:23][CH2:24][C:25]([F:28])([F:27])[F:26])=[CH:19][CH:18]=1.[F:29][CH:30]([F:32])I.CN(C)C=O. (4) The reactants are: [Br:1][C:2]1[S:3][CH:4]=[C:5]([C:7](=[O:13])[C:8](OCC)=[O:9])[N:6]=1.[BH4-].[Na+].Cl. Given the product [Br:1][C:2]1[S:3][CH:4]=[C:5]([CH:7]([OH:13])[CH2:8][OH:9])[N:6]=1, predict the reactants needed to synthesize it. (5) The reactants are: S(O)(O)(=O)=O.[NH2:6][C:7]1[CH:12]=[CH:11][C:10]([CH2:13][C:14]([O:16]C)=O)=[CH:9][CH:8]=1.[Cl-].[Na+].[NH3:20]. Given the product [NH2:6][C:7]1[CH:12]=[CH:11][C:10]([CH2:13][C:14]([NH2:20])=[O:16])=[CH:9][CH:8]=1, predict the reactants needed to synthesize it. (6) The reactants are: [NH2:1][C:2]1[CH:9]=[C:8]([O:10][CH3:11])[C:7]([O:12][CH2:13][C:14]2[CH:19]=[CH:18][CH:17]=[CH:16][CH:15]=2)=[CH:6][C:3]=1[CH:4]=O.[C:20](OC)(=[O:26])[CH2:21][C:22]([O:24][CH3:25])=[O:23].N1CCCCC1.C(O)(=O)C. Given the product [CH3:25][O:24][C:22]([C:21]1[C:20](=[O:26])[NH:1][C:2]2[C:3]([CH:4]=1)=[CH:6][C:7]([O:12][CH2:13][C:14]1[CH:19]=[CH:18][CH:17]=[CH:16][CH:15]=1)=[C:8]([O:10][CH3:11])[CH:9]=2)=[O:23], predict the reactants needed to synthesize it. (7) Given the product [Cl:17][C:12]1[N:13]=[C:14]2[C:9](=[CH:10][CH:11]=1)[N:8]=[CH:7][C:6]([C:4]([CH:1]1[CH2:3][CH2:2]1)=[O:5])=[C:15]2[NH:26][C@H:23]1[CH2:24][CH2:25][C@H:20]([N:19]([CH3:27])[CH3:18])[CH2:21][CH2:22]1, predict the reactants needed to synthesize it. The reactants are: [CH:1]1([C:4]([C:6]2[CH:7]=[N:8][C:9]3[C:14]([C:15]=2Cl)=[N:13][C:12]([Cl:17])=[CH:11][CH:10]=3)=[O:5])[CH2:3][CH2:2]1.[CH3:18][N:19]([CH3:27])[C@H:20]1[CH2:25][CH2:24][C@H:23]([NH2:26])[CH2:22][CH2:21]1.